Task: Predict which catalyst facilitates the given reaction.. Dataset: Catalyst prediction with 721,799 reactions and 888 catalyst types from USPTO (1) Reactant: CN(C)[CH:3]=[CH:4][C:5]([C:7]1[C:8]([Cl:13])=[N:9][CH:10]=[CH:11][CH:12]=1)=O.N(O)=O.[CH3:18][O:19][C:20]1[CH:21]=[C:22]([NH:26][C:27]([NH2:29])=[NH:28])[CH:23]=[CH:24][CH:25]=1.[OH-].[Li+]. Product: [CH3:18][O:19][C:20]1[CH:21]=[C:22]([NH:26][C:27]2[N:29]=[C:5]([C:7]3[C:8]([Cl:13])=[N:9][CH:10]=[CH:11][CH:12]=3)[CH:4]=[CH:3][N:28]=2)[CH:23]=[CH:24][CH:25]=1. The catalyst class is: 868. (2) Reactant: [NH2:1][CH2:2][CH2:3][NH:4][C:5]1[N:6]=[C:7]([C:23]2[CH:28]=[CH:27][C:26]([F:29])=[CH:25][C:24]=2[F:30])[C:8]2[CH:14]=[CH:13][C:12](=[O:15])[N:11]([C:16]3[CH:21]=[CH:20][CH:19]=[CH:18][C:17]=3[F:22])[C:9]=2[N:10]=1.[CH:31]1[CH:36]=[CH:35][C:34]([O:37][C:38](OC2C=CC=CC=2)=[N:39][C:40]#[N:41])=[CH:33][CH:32]=1. Product: [C:40]([NH:39][C:38](=[N:1][CH2:2][CH2:3][NH:4][C:5]1[N:6]=[C:7]([C:23]2[CH:28]=[CH:27][C:26]([F:29])=[CH:25][C:24]=2[F:30])[C:8]2[CH:14]=[CH:13][C:12](=[O:15])[N:11]([C:16]3[CH:21]=[CH:20][CH:19]=[CH:18][C:17]=3[F:22])[C:9]=2[N:10]=1)[O:37][C:34]1[CH:35]=[CH:36][CH:31]=[CH:32][CH:33]=1)#[N:41]. The catalyst class is: 32.